This data is from Catalyst prediction with 721,799 reactions and 888 catalyst types from USPTO. The task is: Predict which catalyst facilitates the given reaction. (1) Reactant: [CH3:1][Mg]Cl.[CH:4](=[O:10])[C:5]1[O:9][CH:8]=[CH:7][CH:6]=1.[C:11](Cl)(=[O:15])[C:12]([CH3:14])=[CH2:13].O. Product: [O:9]1[CH:8]=[CH:7][CH:6]=[C:5]1[CH:4]([O:10][C:11](=[O:15])[C:12]([CH3:14])=[CH2:13])[CH3:1]. The catalyst class is: 7. (2) Reactant: C[O:2][C:3]1[CH:30]=[CH:29][C:6]([CH2:7][CH:8]2[CH2:13][CH2:12][N:11]([C:14](=[O:28])[C:15]([NH:17][C:18]3[CH:27]=[CH:26][C:21]4[NH:22][C:23](=[O:25])[O:24][C:20]=4[CH:19]=3)=[O:16])[CH2:10][CH2:9]2)=[CH:5][CH:4]=1. Product: [OH:2][C:3]1[CH:30]=[CH:29][C:6]([CH2:7][CH:8]2[CH2:13][CH2:12][N:11]([C:14](=[O:28])[C:15]([NH:17][C:18]3[CH:27]=[CH:26][C:21]4[NH:22][C:23](=[O:25])[O:24][C:20]=4[CH:19]=3)=[O:16])[CH2:10][CH2:9]2)=[CH:5][CH:4]=1. The catalyst class is: 27. (3) Reactant: [C:1]1([CH:7]([C:27]2[CH:32]=[CH:31][CH:30]=[CH:29][CH:28]=2)[C:8]2[CH:9]=[CH:10][C:11](=[O:26])[N:12]([CH2:14][CH2:15][NH:16][C:17](=[O:25])[C:18]3[CH:23]=[CH:22][CH:21]=[C:20]([OH:24])[CH:19]=3)[CH:13]=2)[CH:6]=[CH:5][CH:4]=[CH:3][CH:2]=1.C([O-])([O-])=O.[K+].[K+].Br[CH2:40][C:41]([O:43][CH2:44][CH3:45])=[O:42]. Product: [C:1]1([CH:7]([C:27]2[CH:28]=[CH:29][CH:30]=[CH:31][CH:32]=2)[C:8]2[CH:9]=[CH:10][C:11](=[O:26])[N:12]([CH2:14][CH2:15][NH:16][C:17]([C:18]3[CH:19]=[C:20]([CH:21]=[CH:22][CH:23]=3)[O:24][CH2:40][C:41]([O:43][CH2:44][CH3:45])=[O:42])=[O:25])[CH:13]=2)[CH:6]=[CH:5][CH:4]=[CH:3][CH:2]=1. The catalyst class is: 18. (4) Reactant: [CH:1]([C:4]1[N:8]=[C:7]([N:9]2[CH2:14][CH2:13][CH:12]([CH2:15][CH2:16][CH2:17][OH:18])[CH2:11][CH2:10]2)[O:6][N:5]=1)([CH3:3])[CH3:2].[H-].[Na+].F[C:22]1[CH:27]=[CH:26][C:25]([S:28]([CH3:31])(=[O:30])=[O:29])=[CH:24][N:23]=1. Product: [CH:1]([C:4]1[N:8]=[C:7]([N:9]2[CH2:14][CH2:13][CH:12]([CH2:15][CH2:16][CH2:17][O:18][C:22]3[CH:27]=[CH:26][C:25]([S:28]([CH3:31])(=[O:30])=[O:29])=[CH:24][N:23]=3)[CH2:11][CH2:10]2)[O:6][N:5]=1)([CH3:3])[CH3:2]. The catalyst class is: 1.